Dataset: Forward reaction prediction with 1.9M reactions from USPTO patents (1976-2016). Task: Predict the product of the given reaction. (1) Given the reactants [N:1]([O-])=O.[Na+].[NH2:5][C:6]1[CH:7]=[CH:8][C:9]([CH2:12][CH3:13])=[N:10][CH:11]=1.[Cl-].[Na+].O.O.[Sn](Cl)Cl.[CH2:21]([O:23][C:24](=[O:37])[C:25](=O)[CH:26]1[CH2:34][C:33]2[C:28](=[CH:29][CH:30]=[CH:31][CH:32]=2)[C:27]1=O)[CH3:22].[OH-].[Na+], predict the reaction product. The product is: [CH2:21]([O:23][C:24]([C:25]1[C:26]2[CH2:34][C:33]3[C:28](=[CH:29][CH:30]=[CH:31][CH:32]=3)[C:27]=2[N:5]([C:6]2[CH:11]=[N:10][C:9]([CH2:12][CH3:13])=[CH:8][CH:7]=2)[N:1]=1)=[O:37])[CH3:22]. (2) The product is: [Cl:42][C:39]1[CH:40]=[CH:41][C:36]([NH:35][C:33](=[O:34])[C@@H:32]([O:43][C:44]2[C:45]3[CH:52]=[N:51][N:50]([C:53]4[C:58]([Cl:59])=[CH:57][CH:56]=[CH:55][N:54]=4)[C:46]=3[N:47]=[CH:48][N:49]=2)[CH2:31][N:29]2[CH2:28][CH:27]([OH:26])[CH2:30]2)=[N:37][CH:38]=1. Given the reactants [F-].C([N+](CCCC)(CCCC)CCCC)CCC.[Si]([O:26][CH:27]1[CH2:30][N:29]([CH2:31][C@H:32]([O:43][C:44]2[N:49]=[CH:48][N:47]=[C:46]3[N:50]([C:53]4[C:58]([Cl:59])=[CH:57][CH:56]=[CH:55][N:54]=4)[N:51]=[CH:52][C:45]=23)[C:33]([NH:35][C:36]2[CH:41]=[CH:40][C:39]([Cl:42])=[CH:38][N:37]=2)=[O:34])[CH2:28]1)(C(C)(C)C)(C)C.[Cl-].[NH4+], predict the reaction product. (3) Given the reactants [Cl:1][C:2]1[CH:7]=[CH:6][C:5]([N:8]2[C:12]([C:13]([F:16])([F:15])[F:14])=[C:11]([C:17](Cl)=[O:18])[CH:10]=[N:9]2)=[CH:4][CH:3]=1.[NH2:20][C:21]1[CH:22]=[C:23]([S:27]([F:30])(=[O:29])=[O:28])[CH:24]=[CH:25][CH:26]=1.N1C=CC=CC=1, predict the reaction product. The product is: [Cl:1][C:2]1[CH:7]=[CH:6][C:5]([N:8]2[C:12]([C:13]([F:16])([F:15])[F:14])=[C:11]([C:17]([NH:20][C:21]3[CH:22]=[C:23]([S:27]([F:30])(=[O:29])=[O:28])[CH:24]=[CH:25][CH:26]=3)=[O:18])[CH:10]=[N:9]2)=[CH:4][CH:3]=1. (4) Given the reactants [NH2:1][CH2:2][CH2:3][CH2:4][CH2:5][CH2:6][CH2:7][CH2:8][CH2:9][CH2:10][CH2:11][CH2:12][C:13]([OH:15])=[O:14].[OH-].[Na+].[C:18]([O:22][C:23](O[C:23]([O:22][C:18]([CH3:21])([CH3:20])[CH3:19])=[O:24])=[O:24])([CH3:21])([CH3:20])[CH3:19], predict the reaction product. The product is: [C:23]([NH:1][CH2:2][CH2:3][CH2:4][CH2:5][CH2:6][CH2:7][CH2:8][CH2:9][CH2:10][CH2:11][CH2:12][C:13]([OH:15])=[O:14])([O:22][C:18]([CH3:21])([CH3:20])[CH3:19])=[O:24].